Dataset: Catalyst prediction with 721,799 reactions and 888 catalyst types from USPTO. Task: Predict which catalyst facilitates the given reaction. (1) Reactant: [CH:1]([C:3]1[CH:11]=[CH:10][C:6]([C:7](O)=[O:8])=[CH:5][CH:4]=1)=[CH2:2].S(Cl)([Cl:14])=O. Product: [CH:1]([C:3]1[CH:11]=[CH:10][C:6]([C:7]([Cl:14])=[O:8])=[CH:5][CH:4]=1)=[CH2:2]. The catalyst class is: 885. (2) Product: [NH2:7][C@H:8]1[CH2:9][CH2:10][C@H:11]([CH2:14][NH:15][C:16]2[C:21]([N+:22]([O-:24])=[O:23])=[CH:20][N:19]=[C:18]([NH:27][CH2:28][C:29]3[CH:30]=[N:31][CH:32]=[CH:33][C:34]=3[Cl:35])[N:17]=2)[CH2:12][CH2:13]1. Reactant: C(OC(=O)[NH:7][CH:8]1[CH2:13][CH2:12][CH:11]([CH2:14][NH:15][C:16]2[C:21]([N+:22]([O-:24])=[O:23])=[CH:20][N:19]=[C:18](Cl)[N:17]=2)[CH2:10][CH2:9]1)(C)(C)C.[NH2:27][CH2:28][C:29]1[CH:30]=[N:31][CH:32]=[CH:33][C:34]=1[Cl:35]. The catalyst class is: 2. (3) Reactant: [CH2:1]([N:8]1[CH:16]=[N:15][C:14]2[C:9]1=[N:10][CH:11]=[N:12][C:13]=2[C:17]([O:25]CC)=[CH:18][C:19](=[O:24])[C:20]([O:22][CH3:23])=[O:21])[C:2]1[CH:7]=[CH:6][CH:5]=[CH:4][CH:3]=1. Product: [CH2:1]([N:8]1[CH:16]=[N:15][C:14]2[C:9]1=[N:10][CH:11]=[N:12][C:13]=2[C:17](=[O:25])[CH:18]=[C:19]([OH:24])[C:20]([O:22][CH3:23])=[O:21])[C:2]1[CH:7]=[CH:6][CH:5]=[CH:4][CH:3]=1. The catalyst class is: 2. (4) Reactant: [NH2:1][CH2:2][CH2:3][C:4]1[C:12]2[C:7](=[CH:8][CH:9]=[C:10]([Cl:13])[CH:11]=2)[NH:6][C:5]=1[C:14]([NH:16][CH2:17][CH2:18][C:19]1[CH:24]=[CH:23][C:22]([N:25]2[CH2:30][CH2:29][CH2:28][CH2:27][CH2:26]2)=[CH:21][CH:20]=1)=[O:15].C1C=C(O[C:38](OC2N=CC=CC=2)=[S:39])N=CC=1.CCOC(C)=O.CCCCCC. Product: [Cl:13][C:10]1[CH:11]=[C:12]2[C:7](=[CH:8][CH:9]=1)[NH:6][C:5]([C:14]([NH:16][CH2:17][CH2:18][C:19]1[CH:20]=[CH:21][C:22]([N:25]3[CH2:26][CH2:27][CH2:28][CH2:29][CH2:30]3)=[CH:23][CH:24]=1)=[O:15])=[C:4]2[CH2:3][CH2:2][N:1]=[C:38]=[S:39]. The catalyst class is: 2. (5) Reactant: [C:1]([NH:5][NH:6][C:7](=[O:21])[C:8]1[CH:13]=[CH:12][CH:11]=[C:10]([O:14][CH3:15])[C:9]=1[CH2:16][O:17][CH2:18][CH:19]=[CH2:20])([CH3:4])([CH3:3])[CH3:2].[CH3:22][C:23]1[CH:24]=[C:25]([CH:29]=[C:30]([CH3:32])[CH:31]=1)[C:26](Cl)=[O:27].C([O-])([O-])=O.[K+].[K+]. Product: [CH2:18]([O:17][CH2:16][C:9]1[C:10]([O:14][CH3:15])=[CH:11][CH:12]=[CH:13][C:8]=1[C:7]([NH:6][N:5]([C:1]([CH3:4])([CH3:3])[CH3:2])[C:26](=[O:27])[C:25]1[CH:29]=[C:30]([CH3:32])[CH:31]=[C:23]([CH3:22])[CH:24]=1)=[O:21])[CH:19]=[CH2:20]. The catalyst class is: 2.